This data is from Peptide-MHC class I binding affinity with 185,985 pairs from IEDB/IMGT. The task is: Regression. Given a peptide amino acid sequence and an MHC pseudo amino acid sequence, predict their binding affinity value. This is MHC class I binding data. (1) The peptide sequence is ANCSSISIK. The MHC is HLA-A11:01 with pseudo-sequence HLA-A11:01. The binding affinity (normalized) is 0.267. (2) The peptide sequence is FPTSCHMF. The MHC is HLA-B18:01 with pseudo-sequence HLA-B18:01. The binding affinity (normalized) is 0.150. (3) The peptide sequence is RALKYDFNH. The MHC is HLA-A03:01 with pseudo-sequence HLA-A03:01. The binding affinity (normalized) is 0.201. (4) The peptide sequence is SDAALHNMI. The MHC is HLA-B40:02 with pseudo-sequence HLA-B40:02. The binding affinity (normalized) is 0.301. (5) The MHC is HLA-A02:03 with pseudo-sequence HLA-A02:03. The binding affinity (normalized) is 0.964. The peptide sequence is FLPSDKFPSV.